From a dataset of Catalyst prediction with 721,799 reactions and 888 catalyst types from USPTO. Predict which catalyst facilitates the given reaction. (1) Reactant: [C:1]([O:5][C:6]([N:8]([CH3:42])[C@@H:9]([C:33]([CH3:41])([C:35]1[CH:40]=[CH:39][CH:38]=[CH:37][CH:36]=1)[CH3:34])[CH2:10][NH:11][C@H:12]([C:17]([N:19]([CH3:32])[C@@H:20]([CH:29]([CH3:31])[CH3:30])/[CH:21]=[C:22](\[CH3:28])/[C:23]([O:25]CC)=[O:24])=[O:18])[C:13]([CH3:16])([CH3:15])[CH3:14])=[O:7])([CH3:4])([CH3:3])[CH3:2].O1CCCC1.O.[OH-].[Li+]. Product: [C:1]([O:5][C:6]([N:8]([CH3:42])[C@@H:9]([C:33]([CH3:41])([C:35]1[CH:40]=[CH:39][CH:38]=[CH:37][CH:36]=1)[CH3:34])[CH2:10][NH:11][C@H:12]([C:17]([N:19]([CH3:32])[C@@H:20]([CH:29]([CH3:31])[CH3:30])/[CH:21]=[C:22](\[CH3:28])/[C:23]([OH:25])=[O:24])=[O:18])[C:13]([CH3:16])([CH3:15])[CH3:14])=[O:7])([CH3:2])([CH3:3])[CH3:4]. The catalyst class is: 5. (2) Reactant: [NH2:1][C:2]1[C:3]([Cl:8])=[N:4][CH:5]=[CH:6][CH:7]=1.[F:9][C:10]([F:21])([F:20])[C:11](O[C:11](=[O:12])[C:10]([F:21])([F:20])[F:9])=[O:12]. The catalyst class is: 4. Product: [Cl:8][C:3]1[C:2]([NH:1][C:11](=[O:12])[C:10]([F:21])([F:20])[F:9])=[CH:7][CH:6]=[CH:5][N:4]=1. (3) Product: [NH2:21][C:19]1[C:18]([C:22]([C:23]2[CH:28]=[CH:27][CH:26]=[CH:25][C:24]=2[O:29][CH3:30])=[O:31])=[CH:17][N:16]=[C:15]([NH:14][CH:10]2[CH2:11][CH2:12][CH2:13][NH:8][CH2:9]2)[N:20]=1.[F:32][C:33]([F:38])([F:37])[C:34]([OH:36])=[O:35]. The catalyst class is: 4. Reactant: C(OC([N:8]1[CH2:13][CH2:12][CH2:11][CH:10]([NH:14][C:15]2[N:20]=[C:19]([NH2:21])[C:18]([C:22](=[O:31])[C:23]3[CH:28]=[CH:27][CH:26]=[CH:25][C:24]=3[O:29][CH3:30])=[CH:17][N:16]=2)[CH2:9]1)=O)(C)(C)C.[F:32][C:33]([F:38])([F:37])[C:34]([OH:36])=[O:35]. (4) Reactant: [F:1][C:2]([F:23])([F:22])[C:3]1[CH:17]=[C:16]([C:18]([F:21])([F:20])[F:19])[CH:15]=[CH:14][C:4]=1[CH2:5][N:6]1[CH2:11][CH2:10][CH:9]([CH:12]=O)[CH2:8][CH2:7]1.[CH:24]1([NH:27][C:28](=[O:37])[CH2:29][NH:30][C:31]2[CH2:35][S:34][C:33](=[O:36])[N:32]=2)[CH2:26][CH2:25]1.C([O-])(=O)C.[NH2+]1CCCCC1. Product: [F:23][C:2]([F:1])([F:22])[C:3]1[CH:17]=[C:16]([C:18]([F:21])([F:20])[F:19])[CH:15]=[CH:14][C:4]=1[CH2:5][N:6]1[CH2:11][CH2:10][CH:9](/[CH:12]=[C:35]2/[C:31]([NH:30][CH2:29][C:28]([NH:27][CH:24]3[CH2:25][CH2:26]3)=[O:37])=[N:32][C:33](=[O:36])[S:34]/2)[CH2:8][CH2:7]1. The catalyst class is: 41. (5) Reactant: BrCC([C:5]1[CH:6]=[C:7]([C:23]([NH:25][CH2:26][C:27]2[CH:32]=[CH:31][C:30]([S:33]([CH3:36])(=[O:35])=[O:34])=[CH:29][CH:28]=2)=[O:24])[C:8](=[O:22])[N:9]([C:12]2[CH:17]=[CH:16][CH:15]=[C:14]([C:18]([F:21])([F:20])[F:19])[CH:13]=2)[C:10]=1[CH3:11])=O.[C:37]([NH2:40])(=[O:39])[CH3:38].[C:41]1(C)C(C)=CC=C[CH:46]=1.OS(O)(=O)=O. Product: [CH3:11][C:10]1[N:9]([C:12]2[CH:17]=[CH:16][CH:15]=[C:14]([C:18]([F:21])([F:19])[F:20])[CH:13]=2)[C:8](=[O:22])[C:7]([C:23]([NH:25][CH2:26][C:27]2[CH:28]=[CH:29][C:30]([S:33]([CH3:36])(=[O:34])=[O:35])=[CH:31][CH:32]=2)=[O:24])=[CH:6][C:5]=1[C:41]1[N:40]=[C:37]([CH3:38])[O:39][CH:46]=1. The catalyst class is: 578. (6) Reactant: [NH:1]1[CH2:6][CH2:5][CH:4]([N:7]([CH2:21][CH3:22])[C:8](=[O:20])[CH2:9][C:10]2[CH:15]=[CH:14][C:13]([S:16]([CH3:19])(=[O:18])=[O:17])=[CH:12][CH:11]=2)[CH2:3][CH2:2]1.C(=O)([O-])[O-].[K+].[K+].Cl[CH2:30][CH2:31][C:32]([C:34]1[CH:39]=[CH:38][CH:37]=[CH:36][CH:35]=1)=[O:33]. Product: [C:34]1([C:32](=[O:33])[CH2:31][CH2:30][N:1]2[CH2:6][CH2:5][CH:4]([N:7]([CH2:21][CH3:22])[C:8](=[O:20])[CH2:9][C:10]3[CH:15]=[CH:14][C:13]([S:16]([CH3:19])(=[O:17])=[O:18])=[CH:12][CH:11]=3)[CH2:3][CH2:2]2)[CH:39]=[CH:38][CH:37]=[CH:36][CH:35]=1. The catalyst class is: 3.